This data is from Forward reaction prediction with 1.9M reactions from USPTO patents (1976-2016). The task is: Predict the product of the given reaction. (1) Given the reactants [CH:1]1([C:7](Cl)=[O:8])[CH2:6][CH2:5][CH2:4][CH2:3][CH2:2]1.[Cl-].[Cl-].[Cl-].[Al+3].O, predict the reaction product. The product is: [CH:1]1([C:7]([C:4]2[CH:5]=[CH:6][C:1]([CH3:7])=[CH:2][CH:3]=2)=[O:8])[CH2:6][CH2:5][CH2:4][CH2:3][CH2:2]1. (2) The product is: [F:11][C:4]1[CH:5]=[CH:6][CH:7]=[C:8]([O:9][CH3:10])[C:3]=1[CH2:2][N:22]1[CH2:23][CH2:24][CH2:25][C@@H:20]([NH:19][C:17](=[O:18])[O:16][C:12]([CH3:14])([CH3:13])[CH3:15])[CH2:21]1. Given the reactants Br[CH2:2][C:3]1[C:8]([O:9][CH3:10])=[CH:7][CH:6]=[CH:5][C:4]=1[F:11].[C:12]([O:16][C:17]([NH:19][C@@H:20]1[CH2:25][CH2:24][CH2:23][NH:22][CH2:21]1)=[O:18])([CH3:15])([CH3:14])[CH3:13].C([O-])([O-])=O.[K+].[K+], predict the reaction product.